This data is from Full USPTO retrosynthesis dataset with 1.9M reactions from patents (1976-2016). The task is: Predict the reactants needed to synthesize the given product. (1) Given the product [CH2:18]([O:17][C:15]([N:12]1[CH2:13][CH2:14][C:8]2[C:7]([O:21][CH3:22])=[C:6]([CH2:4][OH:3])[S:20][C:9]=2[CH2:10][CH2:11]1)=[O:16])[CH3:19], predict the reactants needed to synthesize it. The reactants are: C([O:3][C:4]([C:6]1[S:20][C:9]2[CH2:10][CH2:11][N:12]([C:15]([O:17][CH2:18][CH3:19])=[O:16])[CH2:13][CH2:14][C:8]=2[C:7]=1[O:21][CH3:22])=O)C.[Li+].[Cl-].[Li+].[BH4-]. (2) Given the product [CH3:1][N:2]1[CH2:7][CH2:6][CH2:5][CH2:4][CH:3]1[CH2:8][O:9][C:11]1[CH:12]=[C:13]2[C:18](=[CH:19][CH:20]=1)[CH:17]=[C:16]([C:21]1[C:29]3[C:24](=[CH:25][CH:26]=[C:27]([C:30]#[N:31])[CH:28]=3)[N:23]([CH:32]3[CH2:37][CH2:36][CH2:35][CH2:34][O:33]3)[N:22]=1)[CH:15]=[CH:14]2, predict the reactants needed to synthesize it. The reactants are: [CH3:1][N:2]1[CH2:7][CH2:6][CH2:5][CH2:4][CH:3]1[CH2:8][OH:9].O[C:11]1[CH:12]=[C:13]2[C:18](=[CH:19][CH:20]=1)[CH:17]=[C:16]([C:21]1[C:29]3[C:24](=[CH:25][CH:26]=[C:27]([C:30]#[N:31])[CH:28]=3)[N:23]([CH:32]3[CH2:37][CH2:36][CH2:35][CH2:34][O:33]3)[N:22]=1)[CH:15]=[CH:14]2.N(C(OC(C)C)=O)=NC(OC(C)C)=O.C1(P(C2C=CC=CC=2)C2C=CC=CC=2)C=CC=CC=1. (3) Given the product [Br:22][C:7]1[CH:8]=[CH:9][C:10]2[N:2]([CH3:1])[CH2:3][CH:4]3[CH2:14][N:13]([C:15]([O:17][C:18]([CH3:21])([CH3:20])[CH3:19])=[O:16])[CH2:12][CH2:11][C:6]=1[C:5]=23, predict the reactants needed to synthesize it. The reactants are: [CH3:1][N:2]1[C:10]2[CH:9]=[CH:8][CH:7]=[C:6]3[CH2:11][CH2:12][N:13]([C:15]([O:17][C:18]([CH3:21])([CH3:20])[CH3:19])=[O:16])[CH2:14][CH:4]([C:5]=23)[CH2:3]1.[Br:22]N1C(=O)CCC1=O.C(=O)(O)[O-].[Na+]. (4) Given the product [C:10]12[NH:9][C:7](=[O:8])[N-:6][C:5]=1[NH:4][C:2]([NH:1][C:11]2=[O:12])=[O:3].[Na+:14], predict the reactants needed to synthesize it. The reactants are: [NH:1]1[C:11](=[O:12])[C:10]2[NH:9][C:7](=[O:8])[NH:6][C:5]=2[NH:4][C:2]1=[O:3].[OH-].[Na+:14]. (5) Given the product [CH:47]1([N:33]2[CH2:34][CH2:35][C@H:31]([O:30][C:27]3[CH:26]=[CH:25][C:24]([CH:23]4[CH2:22][CH2:21][N:20]([C:36]([O:38][CH2:39][C:40]5[CH:41]=[CH:42][CH:43]=[CH:44][CH:45]=5)=[O:37])[CH2:19][CH:18]4[O:17][CH2:16][C:13]4[CH:14]=[CH:15][C:10]5[O:9][CH2:8][C:7](=[O:46])[N:6]([CH2:5][CH2:4][CH2:3][O:2][CH3:1])[C:11]=5[CH:12]=4)=[CH:29][CH:28]=3)[CH2:32]2)[CH2:52][CH2:51][CH2:50][CH2:49][CH2:48]1, predict the reactants needed to synthesize it. The reactants are: [CH3:1][O:2][CH2:3][CH2:4][CH2:5][N:6]1[C:11]2[CH:12]=[C:13]([CH2:16][O:17][CH:18]3[CH:23]([C:24]4[CH:29]=[CH:28][C:27]([O:30][C@H:31]5[CH2:35][CH2:34][NH:33][CH2:32]5)=[CH:26][CH:25]=4)[CH2:22][CH2:21][N:20]([C:36]([O:38][CH2:39][C:40]4[CH:45]=[CH:44][CH:43]=[CH:42][CH:41]=4)=[O:37])[CH2:19]3)[CH:14]=[CH:15][C:10]=2[O:9][CH2:8][C:7]1=[O:46].[C:47]1(=O)[CH2:52][CH2:51][CH2:50][CH2:49][CH2:48]1.C(O[BH-](OC(=O)C)OC(=O)C)(=O)C.[Na+]. (6) Given the product [C:21]([O:25][C:26]([N:28]1[CH2:33][CH2:32][CH2:31][C@@H:30]([NH:34][C:12]2[C:13]3[C:14](=[CH:16][CH:17]=[CH:18][CH:19]=3)[N:15]=[C:5]([C:4]3[CH:8]=[CH:9][CH:10]=[CH:11][C:3]=3[OH:2])[N:20]=2)[CH2:29]1)=[O:27])([CH3:24])([CH3:22])[CH3:23], predict the reactants needed to synthesize it. The reactants are: C[O:2][C:3]1[CH:11]=[CH:10][CH:9]=[CH:8][C:4]=1[C:5](Cl)=O.[C:12](#[N:20])[C:13]1[C:14](=[CH:16][CH:17]=[CH:18][CH:19]=1)[NH2:15].[C:21]([O:25][C:26]([N:28]1[CH2:33][CH2:32][CH2:31][C@@H:30]([NH2:34])[CH2:29]1)=[O:27])([CH3:24])([CH3:23])[CH3:22]. (7) Given the product [CH3:32][N:16]([CH2:15][CH2:14][C:11]1[CH:10]=[CH:9][C:8]([O:1][C:2]2[CH:7]=[CH:6][CH:5]=[CH:4][CH:3]=2)=[CH:13][CH:12]=1)[CH:17]1[CH2:22][CH2:21][N:20]([C:23]([O:25][C:26]([CH3:29])([CH3:28])[CH3:27])=[O:24])[CH2:19][CH2:18]1, predict the reactants needed to synthesize it. The reactants are: [O:1]([C:8]1[CH:13]=[CH:12][C:11]([CH2:14][CH2:15][NH:16][CH:17]2[CH2:22][CH2:21][N:20]([C:23]([O:25][C:26]([CH3:29])([CH3:28])[CH3:27])=[O:24])[CH2:19][CH2:18]2)=[CH:10][CH:9]=1)[C:2]1[CH:7]=[CH:6][CH:5]=[CH:4][CH:3]=1.C=O.[C:32]([BH3-])#N.[Na+]. (8) Given the product [CH2:19]([N:21]([CH2:10][CH:9]([NH:8][C:6]([O:5][C:1]([CH3:2])([CH3:4])[CH3:3])=[O:7])[CH2:12][CH:13]1[CH2:18][CH2:17][CH2:16][CH2:15][CH2:14]1)[CH2:10][CH:9]([NH:8][C:6]([O:5][C:1]([CH3:4])([CH3:3])[CH3:2])=[O:7])[CH2:12][CH:13]1[CH2:18][CH2:17][CH2:16][CH2:15][CH2:14]1)[CH3:20], predict the reactants needed to synthesize it. The reactants are: [C:1]([O:5][C:6]([NH:8][C@@H:9]([CH2:12][CH:13]1[CH2:18][CH2:17][CH2:16][CH2:15][CH2:14]1)[CH2:10]O)=[O:7])([CH3:4])([CH3:3])[CH3:2].[CH2:19]([NH2:21])[CH3:20].